Dataset: Reaction yield outcomes from USPTO patents with 853,638 reactions. Task: Predict the reaction yield, written as a fraction of the theoretical maximum amount of product (1.0 means a 100% yield; for example, 0.34 means a 34% yield). (1) The reactants are [NH2:1][C:2]1[CH:7]=[CH:6][CH:5]=[CH:4][CH:3]=1.N1C=CC=CC=1.[C:14](Cl)(=[O:24])[CH2:15][CH2:16][CH2:17][CH2:18][CH2:19][CH2:20][CH2:21][CH2:22][CH3:23].Cl. The catalyst is C(Cl)Cl. The product is [C:2]1([NH:1][C:14](=[O:24])[CH2:15][CH2:16][CH2:17][CH2:18][CH2:19][CH2:20][CH2:21][CH2:22][CH3:23])[CH:7]=[CH:6][CH:5]=[CH:4][CH:3]=1. The yield is 0.910. (2) The reactants are [CH3:1][N:2]([CH2:8][CH2:9][C:10]1[CH:15]=[CH:14][CH:13]=[CH:12][CH:11]=1)[C:3](=[O:7])[C@H:4]([CH3:6])[NH2:5].CC[N:18]([CH:22]([CH3:24])C)[CH:19]([CH3:21])C.[C:25](=O)([O-:43])[O:26]C(C1C=CC([N+]([O-])=O)=CC=1)C1C=CN=CC=1.[ClH:45].[CH3:46][CH2:47]OCC. The catalyst is CN(C=O)C.CN(C1C=CN=CC=1)C.C(Cl)Cl. The product is [ClH:45].[N:18]1[CH:19]=[CH:21][C:46]([CH2:47][N:5]([C@@H:4]([CH3:6])[C:3]([N:2]([CH3:1])[CH2:8][CH2:9][C:10]2[CH:11]=[CH:12][CH:13]=[CH:14][CH:15]=2)=[O:7])[C:25](=[O:26])[OH:43])=[CH:24][CH:22]=1. The yield is 0.210. (3) The reactants are [S:1]1[CH:5]=[C:4]([NH:6][C:7]([NH:9][C:10]2[CH:15]=[C:14]([C:16]3[C:17](=[O:29])[N:18]([CH2:27][CH3:28])[C:19]4[C:24]([CH:25]=3)=[CH:23][N:22]=[C:21](Cl)[CH:20]=4)[C:13]([CH3:30])=[CH:12][C:11]=2[F:31])=[O:8])[C:3]2[CH:32]=[CH:33][CH:34]=[CH:35][C:2]1=2.C([O-])([O-])=O.[Cs+].[Cs+].[CH3:42][N:43]([CH3:47])[C:44]([NH2:46])=[O:45].CC1(C)C2C(=C(P(C3C=CC=CC=3)C3C=CC=CC=3)C=CC=2)OC2C(P(C3C=CC=CC=3)C3C=CC=CC=3)=CC=CC1=2. The catalyst is O1CCOCC1.C1C=CC(/C=C/C(/C=C/C2C=CC=CC=2)=O)=CC=1.C1C=CC(/C=C/C(/C=C/C2C=CC=CC=2)=O)=CC=1.C1C=CC(/C=C/C(/C=C/C2C=CC=CC=2)=O)=CC=1.[Pd].[Pd]. The product is [S:1]1[CH:5]=[C:4]([NH:6][C:7](=[O:8])[NH:9][C:10]2[C:11]([F:31])=[CH:12][C:13]([CH3:30])=[C:14]([C:16]3[C:17](=[O:29])[N:18]([CH2:27][CH3:28])[C:19]4[C:24]([CH:25]=3)=[CH:23][N:22]=[C:21]([NH:46][C:44](=[O:45])[N:43]([CH3:47])[CH3:42])[CH:20]=4)[CH:15]=2)[C:3]2[CH:32]=[CH:33][CH:34]=[CH:35][C:2]1=2. The yield is 0.0900.